From a dataset of Forward reaction prediction with 1.9M reactions from USPTO patents (1976-2016). Predict the product of the given reaction. (1) Given the reactants C[O:2][C:3](=[O:38])[CH:4]([N:19]([S:21]([C:24]1[CH:29]=[CH:28][C:27]([C:30]2[CH:35]=[CH:34][C:33]([O:36][CH3:37])=[CH:32][CH:31]=2)=[CH:26][CH:25]=1)(=[O:23])=[O:22])[CH3:20])[CH:5]1[CH2:10][CH2:9][N:8]([CH2:11][CH2:12][C:13]2[CH:18]=[CH:17][CH:16]=[CH:15][CH:14]=2)[CH2:7][CH2:6]1.[OH-].[Na+].CO.Cl, predict the reaction product. The product is: [CH3:37][O:36][C:33]1[CH:34]=[CH:35][C:30]([C:27]2[CH:26]=[CH:25][C:24]([S:21]([N:19]([CH:4]([CH:5]3[CH2:6][CH2:7][N:8]([CH2:11][CH2:12][C:13]4[CH:18]=[CH:17][CH:16]=[CH:15][CH:14]=4)[CH2:9][CH2:10]3)[C:3]([OH:38])=[O:2])[CH3:20])(=[O:22])=[O:23])=[CH:29][CH:28]=2)=[CH:31][CH:32]=1. (2) Given the reactants [C:1]([N:8]([CH3:28])[CH:9]1[CH2:14][CH2:13][CH:12]([NH:15][CH2:16][C:17]2[CH:18]=[C:19](B(O)O)[CH:20]=[CH:21][C:22]=2[O:23][CH3:24])[CH2:11][CH2:10]1)([O:3][C:4]([CH3:7])([CH3:6])[CH3:5])=[O:2].[NH2:29][C:30]1[CH:35]=[CH:34][C:33](Br)=[CH:32][N:31]=1, predict the reaction product. The product is: [C:4]([O:3][C:1](=[O:2])[N:8]([CH:9]1[CH2:14][CH2:13][CH:12]([NH:15][CH2:16][C:17]2[CH:18]=[C:19]([C:33]3[CH:32]=[N:31][C:30]([NH2:29])=[CH:35][CH:34]=3)[CH:20]=[CH:21][C:22]=2[O:23][CH3:24])[CH2:11][CH2:10]1)[CH3:28])([CH3:7])([CH3:6])[CH3:5].